This data is from Catalyst prediction with 721,799 reactions and 888 catalyst types from USPTO. The task is: Predict which catalyst facilitates the given reaction. (1) Reactant: [CH3:1][C@H:2]1[CH2:7][CH2:6][CH2:5][C@H:4]([CH3:8])[C:3]1=[N:9]O.C(=O)([O-])[O-:12].[Na+].[Na+]. Product: [CH3:1][C@H:2]1[CH2:7][CH2:6][CH2:5][C@H:4]([CH3:8])[NH:9][C:3]1=[O:12]. The catalyst class is: 113. (2) Reactant: C(N(CC)CC)C.[CH3:8][O:9][C:10](=[O:17])[CH2:11][C:12]([CH:14]1[CH2:16][CH2:15]1)=[O:13].ClO[N:20]=[CH:21][C:22]1[C:27]([Cl:28])=[CH:26][CH:25]=[CH:24][C:23]=1[Cl:29]. Product: [CH3:8][O:9][C:10]([C:11]1[C:21]([C:22]2[C:27]([Cl:28])=[CH:26][CH:25]=[CH:24][C:23]=2[Cl:29])=[N:20][O:13][C:12]=1[CH:14]1[CH2:16][CH2:15]1)=[O:17]. The catalyst class is: 351. (3) Reactant: [Cl:1][C:2]1[C:7]([Cl:8])=[C:6]([Cl:9])[N:5]=C(C(OC)=O)[CH:3]=1.S(=O)(=O)(O)O.[CH3:19][CH2:20][O:21][C:22]([CH3:24])=[O:23].[C:25]([O-])(O)=O.[Na+]. Product: [Cl:1][C:2]1[C:7]([Cl:8])=[C:6]([Cl:9])[N:5]=[C:24]([C:22]([O:21][CH:20]([CH3:25])[CH3:19])=[O:23])[CH:3]=1. The catalyst class is: 41. (4) Reactant: [Cl:1][S:2]([OH:5])(=O)=[O:3].[CH3:6][C:7]1[C:21]([CH3:22])=[CH:20][C:19]([CH3:23])=[CH:18][C:8]=1[O:9][CH2:10][CH2:11][CH2:12][C:13]([O:15][CH2:16][CH3:17])=[O:14]. Product: [CH2:16]([O:15][C:13]([CH2:12][CH2:11][CH2:10][O:9][C:8]1[CH:18]=[C:19]([CH3:23])[C:20]([S:2]([Cl:1])(=[O:5])=[O:3])=[C:21]([CH3:22])[C:7]=1[CH3:6])=[O:14])[CH3:17]. The catalyst class is: 4. (5) Reactant: O[Li].O.[CH2:4]([O:9][C:10]1[CH:11]=[C:12]([CH:21]=[C:22]([N+:24]([O-:26])=[O:25])[CH:23]=1)[C:13]([O:15]CCC(C)C)=[O:14])[CH2:5][CH:6]([CH3:8])[CH3:7].Cl. Product: [CH2:4]([O:9][C:10]1[CH:11]=[C:12]([CH:21]=[C:22]([N+:24]([O-:26])=[O:25])[CH:23]=1)[C:13]([OH:15])=[O:14])[CH2:5][CH:6]([CH3:8])[CH3:7]. The catalyst class is: 799.